Task: Predict the reactants needed to synthesize the given product.. Dataset: Full USPTO retrosynthesis dataset with 1.9M reactions from patents (1976-2016) Given the product [ClH:1].[Cl:1][C:2]1[CH:3]=[C:4]([C:12]2[S:13][C:14]([C:17]3[CH:34]=[CH:33][C:20]4[CH2:21][CH2:22][NH:23][CH2:24][CH2:25][C:19]=4[CH:18]=3)=[CH:15][N:16]=2)[CH:5]=[CH:6][C:7]=1[O:8][CH:9]([CH3:11])[CH3:10], predict the reactants needed to synthesize it. The reactants are: [Cl:1][C:2]1[CH:3]=[C:4]([C:12]2[S:13][C:14]([C:17]3[CH:34]=[CH:33][C:20]4[CH2:21][CH2:22][N:23](C(OC(C)(C)C)=O)[CH2:24][CH2:25][C:19]=4[CH:18]=3)=[CH:15][N:16]=2)[CH:5]=[CH:6][C:7]=1[O:8][CH:9]([CH3:11])[CH3:10].Cl.